This data is from Reaction yield outcomes from USPTO patents with 853,638 reactions. The task is: Predict the reaction yield, written as a fraction of the theoretical maximum amount of product (1.0 means a 100% yield; for example, 0.34 means a 34% yield). (1) The reactants are S(Cl)(Cl)=O.[CH3:5][O:6][C@@H:7]1[CH2:11][CH2:10][N:9]([C:12]([C:14]2[S:22][C:21]3[C:16](=[N:17][CH:18]=[CH:19][C:20]=3[O:23][C:24]3[CH:25]=[CH:26][C:27]4[C:31]([C:32](O)=[O:33])=[C:30]([CH3:35])[S:29][C:28]=4[CH:36]=3)[CH:15]=2)=[O:13])[CH2:8]1.[CH:37]1([NH2:40])[CH2:39][CH2:38]1. The catalyst is ClC(Cl)C.C(Cl)Cl. The product is [CH:37]1([NH:40][C:32]([C:31]2[C:27]3[CH:26]=[CH:25][C:24]([O:23][C:20]4[CH:19]=[CH:18][N:17]=[C:16]5[CH:15]=[C:14]([C:12]([N:9]6[CH2:10][CH2:11][C@@H:7]([O:6][CH3:5])[CH2:8]6)=[O:13])[S:22][C:21]=45)=[CH:36][C:28]=3[S:29][C:30]=2[CH3:35])=[O:33])[CH2:39][CH2:38]1. The yield is 0.460. (2) The reactants are [OH:1][CH2:2][C@@H:3]([NH:13][C:14](=[O:20])[O:15][C:16]([CH3:19])([CH3:18])[CH3:17])[CH2:4][NH:5][C:6](=[O:12])[O:7][C:8]([CH3:11])([CH3:10])[CH3:9].[H-].[Na+].[CH3:23]I.O. The catalyst is C1COCC1. The product is [CH3:23][O:1][CH2:2][C@@H:3]([NH:13][C:14](=[O:20])[O:15][C:16]([CH3:19])([CH3:18])[CH3:17])[CH2:4][NH:5][C:6](=[O:12])[O:7][C:8]([CH3:10])([CH3:11])[CH3:9]. The yield is 0.360. (3) The reactants are [H-].[Na+].[Br:3][C:4]1[CH:5]=[C:6]2[C:10](=[CH:11][CH:12]=1)[C:9](=O)[CH2:8][CH2:7]2.CI.[CH3:16][OH:17].[C:18]1(C)C=CC=CC=1. No catalyst specified. The product is [Br:3][C:4]1[CH:5]=[C:6]2[C:10](=[CH:11][CH:12]=1)[C:16](=[O:17])[C:8]([CH3:9])([CH3:18])[CH2:7]2. The yield is 0.720. (4) The reactants are [C:1]([S@:5](/[N:7]=[CH:8]/[C:9]1[CH:21]=[CH:20][C:12]([C:13]([O:15][C:16]([CH3:19])([CH3:18])[CH3:17])=[O:14])=[CH:11][CH:10]=1)=[O:6])([CH3:4])([CH3:3])[CH3:2].[CH2:22]1[CH2:26]OC[CH2:23]1.C([Li])(C)C.[NH4+].[Cl-]. The catalyst is O.CCOC(C)=O. The product is [C:1]([S@:5]([NH:7][C@@H:8]([C:9]1[CH:10]=[CH:11][C:12]([C:13]([O:15][C:16]([CH3:19])([CH3:18])[CH3:17])=[O:14])=[CH:20][CH:21]=1)[CH:22]([CH3:26])[CH3:23])=[O:6])([CH3:4])([CH3:2])[CH3:3]. The yield is 0.460. (5) The reactants are [C:1]([C:4]1[N:5]=[C:6]([C:28]2[CH:36]=[CH:35][CH:34]=[C:33]3[C:29]=2[CH:30]=[CH:31][NH:32]3)[O:7][C:8]=1[C:9]1[CH:14]=[CH:13][C:12]([N:15]2[CH2:20][CH2:19][N:18](C(OC(C)(C)C)=O)[CH2:17][CH2:16]2)=[CH:11][CH:10]=1)(=[O:3])[NH2:2].Cl.O1CCOCC1. The catalyst is C(Cl)Cl.CO. The product is [NH:32]1[C:33]2[C:29](=[C:28]([C:6]3[O:7][C:8]([C:9]4[CH:10]=[CH:11][C:12]([N:15]5[CH2:20][CH2:19][NH:18][CH2:17][CH2:16]5)=[CH:13][CH:14]=4)=[C:4]([C:1]([NH2:2])=[O:3])[N:5]=3)[CH:36]=[CH:35][CH:34]=2)[CH:30]=[CH:31]1. The yield is 0.360. (6) The reactants are [OH:1][CH:2]([C:4]1[CH:12]=[CH:11][C:7]([C:8]([O-:10])=[O:9])=[CH:6][CH:5]=1)[CH3:3].[C:13]1(P(C2C=CC=CC=2)C2C=CC=CC=2)C=CC=CC=1.[CH:32]1[C:37](O)=[CH:36][CH:35]=[CH:34][C:33]=1[CH3:39].CC(OC(/N=N/C(OC(C)C)=O)=O)C. The catalyst is O1CCCC1. The product is [C:33]1([CH3:39])[CH:34]=[CH:35][CH:36]=[C:37]([O:1][CH:2]([C:4]2[CH:12]=[CH:11][C:7]([C:8]([O:10][CH3:13])=[O:9])=[CH:6][CH:5]=2)[CH3:3])[CH:32]=1. The yield is 0.330. (7) The reactants are [CH3:1][C:2]1[CH:7]=[CH:6][C:5]([C:8]2[S:12][C:11]3=[N:13][N:14]=[C:15]([C:16]4[CH:21]=[C:20]([O:22][CH3:23])[C:19]([O:24][CH3:25])=[C:18]([O:26][CH3:27])[CH:17]=4)[N:10]3[N:9]=2)=[CH:4][C:3]=1[N+:28]([O-])=O.[Sn](Cl)Cl.[OH-].[Na+]. The catalyst is CO.O. The product is [NH2:28][C:3]1[CH:4]=[C:5]([C:8]2[S:12][C:11]3=[N:13][N:14]=[C:15]([C:16]4[CH:21]=[C:20]([O:22][CH3:23])[C:19]([O:24][CH3:25])=[C:18]([O:26][CH3:27])[CH:17]=4)[N:10]3[N:9]=2)[CH:6]=[CH:7][C:2]=1[CH3:1]. The yield is 0.280. (8) The reactants are [NH:1]1[CH:5]=[C:4]([C:6]#[N:7])[N:3]=[CH:2]1.[CH3:8][Si:9]([CH3:16])([CH3:15])[CH2:10][CH2:11][O:12][CH2:13]Cl.C([O-])([O-])=O.[K+].[K+].CC(C)=O. The catalyst is C(OCC)(=O)C. The product is [CH3:8][Si:9]([CH3:16])([CH3:15])[CH2:10][CH2:11][O:12][CH2:13][N:1]1[CH:5]=[C:4]([C:6]#[N:7])[N:3]=[CH:2]1. The yield is 0.700. (9) The product is [Cl:10][C:7]1[CH:6]=[C:5]([F:11])[C:3]([NH2:4])=[C:2]([CH3:12])[C:8]=1[F:9]. The reactants are Br[C:2]1[C:8]([F:9])=[C:7]([Cl:10])[CH:6]=[C:5]([F:11])[C:3]=1[NH2:4].[CH3:12][Sn](C)(C)C. The yield is 0.748. The catalyst is ClCCCl.Cl[Pd](Cl)([P](C1C=CC=CC=1)(C1C=CC=CC=1)C1C=CC=CC=1)[P](C1C=CC=CC=1)(C1C=CC=CC=1)C1C=CC=CC=1. (10) The reactants are [F:1][C:2]1[CH:7]=[CH:6][C:5]([C:8]2[NH:9][CH:10]=[C:11]([C:19]3[CH2:20][CH2:21][N:22]4[C@H:26]([CH:27]=3)[CH2:25][C@@H:24]([C:28]3[CH:33]=[CH:32][CH:31]=[CH:30][C:29]=3[O:34]C)[CH2:23]4)[C:12]=2[C:13]2[CH:18]=[CH:17][N:16]=[CH:15][CH:14]=2)=[CH:4][CH:3]=1.FC1C=CC(C2NC=C(C3CCN4[C@H](C=3)C[C@@H](C3C=CC(OC)=CC=3)C4)C=2C2C=CN=CC=2)=CC=1. No catalyst specified. The product is [F:1][C:2]1[CH:7]=[CH:6][C:5]([C:8]2[NH:9][CH:10]=[C:11]([C:19]3[CH2:20][CH2:21][N:22]4[C@H:26]([CH:27]=3)[CH2:25][C@@H:24]([C:28]3[CH:33]=[CH:32][CH:31]=[CH:30][C:29]=3[OH:34])[CH2:23]4)[C:12]=2[C:13]2[CH:14]=[CH:15][N:16]=[CH:17][CH:18]=2)=[CH:4][CH:3]=1. The yield is 0.530.